From a dataset of Reaction yield outcomes from USPTO patents with 853,638 reactions. Predict the reaction yield, written as a fraction of the theoretical maximum amount of product (1.0 means a 100% yield; for example, 0.34 means a 34% yield). (1) The reactants are [N+](C1C=CC=CC=1S([N:13]1[CH2:18][CH2:17][N:16]2[N:19]=[C:20]([C:22]([O:24][CH2:25][CH3:26])=[O:23])[CH:21]=[C:15]2[CH2:14]1)(=O)=O)([O-])=O.C(=O)([O-])[O-].[Cs+].[Cs+].C1(S)C=CC=CC=1. The catalyst is C(#N)C. The product is [N:19]1[N:16]2[CH2:17][CH2:18][NH:13][CH2:14][C:15]2=[CH:21][C:20]=1[C:22]([O:24][CH2:25][CH3:26])=[O:23]. The yield is 0.840. (2) The reactants are CCN(C(C)C)C(C)C.CS(O[CH2:15][CH2:16][O:17][C:18]1[CH:23]=[CH:22][C:21]([CH:24]2[CH2:29][CH2:28][N:27]([C:30]3[CH2:31][CH2:32][C:33]4[N:34]([C:36]([C:39]([F:42])([F:41])[F:40])=[N:37][N:38]=4)[N:35]=3)[CH2:26][CH2:25]2)=[CH:20][CH:19]=1)(=O)=O.[CH2:43]([N:45]1[CH2:50][CH2:49][NH:48][CH2:47][C:46]1=[O:51])[CH3:44]. The catalyst is CN(C=O)C.C(Cl)Cl. The product is [CH2:43]([N:45]1[CH2:50][CH2:49][N:48]([CH2:15][CH2:16][O:17][C:18]2[CH:23]=[CH:22][C:21]([CH:24]3[CH2:25][CH2:26][N:27]([C:30]4[CH2:31][CH2:32][C:33]5[N:34]([C:36]([C:39]([F:41])([F:40])[F:42])=[N:37][N:38]=5)[N:35]=4)[CH2:28][CH2:29]3)=[CH:20][CH:19]=2)[CH2:47][C:46]1=[O:51])[CH3:44]. The yield is 0.361.